Task: Predict the product of the given reaction.. Dataset: Forward reaction prediction with 1.9M reactions from USPTO patents (1976-2016) (1) The product is: [CH2:46]([O:45][C:43]([O:11][CH2:10][C@H:8]1[O:9][C@@H:1]([O:12][C:13]2[C:17]([CH2:18][C:19]3[CH:24]=[CH:23][C:22]([O:25][CH3:26])=[CH:21][CH:20]=3)=[C:16]([CH3:27])[N:15]([C:28]3[CH:33]=[CH:32][CH:31]=[CH:30][CH:29]=3)[N:14]=2)[C@H:2]([OH:3])[C@@H:4]([OH:5])[C@@H:6]1[OH:7])=[O:44])[CH3:47]. Given the reactants [C@@H:1]1([O:12][C:13]2[C:17]([CH2:18][C:19]3[CH:24]=[CH:23][C:22]([O:25][CH3:26])=[CH:21][CH:20]=3)=[C:16]([CH3:27])[N:15]([C:28]3[CH:33]=[CH:32][CH:31]=[CH:30][CH:29]=3)[N:14]=2)[O:9][C@H:8]([CH2:10][OH:11])[C@@H:6]([OH:7])[C@H:4]([OH:5])[C@H:2]1[OH:3].CC1C=CC=C(C)N=1.Cl[C:43]([O:45][CH2:46][CH3:47])=[O:44].C(O)(=O)CC(CC(O)=O)(C(O)=O)O, predict the reaction product. (2) Given the reactants [C:1]([O:5][C:6]([NH:8][C:9]1[S:10][CH:11]=[C:12]([CH2:14][C:15](OCC)=[O:16])[N:13]=1)=[O:7])([CH3:4])([CH3:3])[CH3:2].[Li+].[BH4-].CO.O, predict the reaction product. The product is: [OH:16][CH2:15][CH2:14][C:12]1[N:13]=[C:9]([NH:8][C:6](=[O:7])[O:5][C:1]([CH3:3])([CH3:2])[CH3:4])[S:10][CH:11]=1. (3) Given the reactants [CH3:1][C:2]1[CH:11]=[C:10]([N:12]2[CH2:17][CH2:16][N:15]([C:18](=[O:23])/[CH:19]=[CH:20]/[CH2:21][CH3:22])[CH2:14][CH2:13]2)[C:9]2[C:4](=[CH:5][CH:6]=[CH:7][CH:8]=2)[N:3]=1.ClC1C=CC=C(C(OO)=[O:32])C=1, predict the reaction product. The product is: [CH3:1][C:2]1[CH:11]=[C:10]([N:12]2[CH2:17][CH2:16][N:15]([C:18](=[O:23])/[CH:19]=[CH:20]/[CH2:21][CH3:22])[CH2:14][CH2:13]2)[C:9]2[C:4](=[CH:5][CH:6]=[CH:7][CH:8]=2)[N+:3]=1[O-:32]. (4) The product is: [NH2:8][C:5]1[CH:6]=[CH:7][C:2]([N:11]2[CH2:16][CH2:15][CH2:14][CH:13]([NH:17][C:18](=[O:24])[O:19][C:20]([CH3:22])([CH3:21])[CH3:23])[CH2:12]2)=[N:3][CH:4]=1. Given the reactants Cl[C:2]1[CH:7]=[CH:6][C:5]([N+:8]([O-])=O)=[CH:4][N:3]=1.[NH:11]1[CH2:16][CH2:15][CH2:14][CH:13]([NH:17][C:18](=[O:24])[O:19][C:20]([CH3:23])([CH3:22])[CH3:21])[CH2:12]1, predict the reaction product. (5) Given the reactants [NH2:1][C:2]1[CH:7]=[N:6][CH:5]=[CH:4][N:3]=1.CC(C)([O-])C.[Na+].[Cl:14][C:15]1[CH:20]=[C:19](Cl)[N:18]=[CH:17][N:16]=1, predict the reaction product. The product is: [Cl:14][C:15]1[N:16]=[CH:17][N:18]=[C:19]([NH:1][C:2]2[CH:7]=[N:6][CH:5]=[CH:4][N:3]=2)[CH:20]=1. (6) Given the reactants [CH2:1]([C:8]1[O:12][C:11]([C:13]2[CH:18]=[C:17]([F:19])[CH:16]=[CH:15][C:14]=2[F:20])=[N:10][C:9]=1[CH:21]([NH2:26])[C:22]([CH3:25])([CH3:24])[CH3:23])[C:2]1[CH:7]=[CH:6][CH:5]=[CH:4][CH:3]=1.[BH-](OC(C)=O)(OC(C)=O)OC(C)=O.[Na+].[F:41][C@@H:42]1[C@H:46]([CH:47]=O)[CH2:45][N:44]([C:49]([O:51][CH2:52][C:53]2[CH:58]=[CH:57][CH:56]=[CH:55][CH:54]=2)=[O:50])[CH2:43]1, predict the reaction product. The product is: [CH2:1]([C:8]1[O:12][C:11]([C:13]2[CH:18]=[C:17]([F:19])[CH:16]=[CH:15][C:14]=2[F:20])=[N:10][C:9]=1[CH:21]([NH:26][CH2:47][C@H:46]1[C@@H:42]([F:41])[CH2:43][N:44]([C:49]([O:51][CH2:52][C:53]2[CH:58]=[CH:57][CH:56]=[CH:55][CH:54]=2)=[O:50])[CH2:45]1)[C:22]([CH3:23])([CH3:25])[CH3:24])[C:2]1[CH:3]=[CH:4][CH:5]=[CH:6][CH:7]=1. (7) The product is: [CH:2]1([N:7]2[CH2:8][CH2:9][N:10]([C:13]3[CH:18]=[C:17]([N:19]([CH3:20])[C:24]([N:36]4[CH2:41][CH2:40][CH2:39][CH2:38][CH2:37]4)=[O:23])[CH:16]=[CH:15][N:14]=3)[CH2:11][CH2:12]2)[CH2:3][CH2:4][CH2:5][CH2:6]1. Given the reactants Cl.[CH:2]1([N:7]2[CH2:12][CH2:11][N:10]([C:13]3[CH:18]=[C:17]([NH:19][CH3:20])[CH:16]=[CH:15][N:14]=3)[CH2:9][CH2:8]2)[CH2:6][CH2:5][CH2:4][CH2:3]1.O=C(Cl)[O:23][C:24](Cl)(Cl)Cl.CCN(CC)CC.[NH:36]1[CH2:41][CH2:40][CH2:39][CH2:38][CH2:37]1, predict the reaction product. (8) Given the reactants [F:1][C:2]([F:38])([F:37])[C:3]1[CH:4]=[C:5]([C@H:13]2[O:17][C:16](=[O:18])[N:15]([CH2:19][C:20]3[C:21]([NH:27][CH:28]4[CH2:33][CH2:32][O:31][CH:30]([CH2:34][CH3:35])[CH2:29]4)=[N:22][CH:23]=[C:24](Br)[CH:25]=3)[C@H:14]2[CH3:36])[CH:6]=[C:7]([C:9]([F:12])([F:11])[F:10])[CH:8]=1.[NH:39]1[CH2:43][CH2:42][CH2:41][CH2:40]1.C1C=CC(P(C2C(C3C(P(C4C=CC=CC=4)C4C=CC=CC=4)=CC=C4C=3C=CC=C4)=C3C(C=CC=C3)=CC=2)C2C=CC=CC=2)=CC=1, predict the reaction product. The product is: [F:1][C:2]([F:38])([F:37])[C:3]1[CH:4]=[C:5]([C@H:13]2[O:17][C:16](=[O:18])[N:15]([CH2:19][C:20]3[C:21]([NH:27][CH:28]4[CH2:33][CH2:32][O:31][CH:30]([CH2:34][CH3:35])[CH2:29]4)=[N:22][CH:23]=[C:24]([N:39]4[CH2:43][CH2:42][CH2:41][CH2:40]4)[CH:25]=3)[C@H:14]2[CH3:36])[CH:6]=[C:7]([C:9]([F:12])([F:11])[F:10])[CH:8]=1. (9) Given the reactants [C:1]1([CH2:7][C:8]#[N:9])[CH:6]=[CH:5][CH:4]=[CH:3][CH:2]=1.[CH3:10][C:11]([O:14][C:15](O[C:15]([O:14][C:11]([CH3:13])([CH3:12])[CH3:10])=[O:16])=[O:16])([CH3:13])[CH3:12].[Li+].CC([N-]C(C)C)C, predict the reaction product. The product is: [C:11]([O:14][C:15](=[O:16])[CH:7]([C:8]#[N:9])[C:1]1[CH:6]=[CH:5][CH:4]=[CH:3][CH:2]=1)([CH3:13])([CH3:12])[CH3:10]. (10) The product is: [NH2:1][C:2]1[N:7]=[C:6]([NH:8][C@H:9]([C:11]2[N:12]([C:23]3[CH:28]=[CH:27][CH:26]=[CH:25][CH:24]=3)[C:13](=[O:22])[C:14]3[C:19]([CH:20]=2)=[CH:18][CH:17]=[CH:16][C:15]=3[C:35]2[CH:36]=[N:37][CH:38]=[C:33]([O:32][CH3:31])[CH:34]=2)[CH3:10])[C:5]([C:29]#[N:30])=[CH:4][N:3]=1. Given the reactants [NH2:1][C:2]1[N:7]=[C:6]([NH:8][C@H:9]([C:11]2[N:12]([C:23]3[CH:28]=[CH:27][CH:26]=[CH:25][CH:24]=3)[C:13](=[O:22])[C:14]3[C:19]([CH:20]=2)=[CH:18][CH:17]=[CH:16][C:15]=3Cl)[CH3:10])[C:5]([C:29]#[N:30])=[CH:4][N:3]=1.[CH3:31][O:32][C:33]1[CH:34]=[C:35](B(O)O)[CH:36]=[N:37][CH:38]=1.C([O-])([O-])=O.[Na+].[Na+], predict the reaction product.